Dataset: Full USPTO retrosynthesis dataset with 1.9M reactions from patents (1976-2016). Task: Predict the reactants needed to synthesize the given product. (1) Given the product [Cl-:1].[CH2:37]([O:36][C:34]([C:33]1[CH:32]=[C:31]([NH:30][CH:18]([C:15]2[CH:16]=[N:17][C:12]([O:11][CH3:10])=[CH:13][CH:14]=2)[C:19]([O:20][C@@H:21]2[CH:26]3[CH2:27][CH2:28][N+:23]([CH2:2][C:3](=[O:4])[C:5]4[S:6][CH:7]=[CH:8][CH:9]=4)([CH2:24][CH2:25]3)[CH2:22]2)=[O:29])[CH:41]=[CH:40][CH:39]=1)=[O:35])[CH3:38], predict the reactants needed to synthesize it. The reactants are: [Cl:1][CH2:2][C:3]([C:5]1[S:6][CH:7]=[CH:8][CH:9]=1)=[O:4].[CH3:10][O:11][C:12]1[N:17]=[CH:16][C:15]([CH:18]([NH:30][C:31]2[CH:32]=[C:33]([CH:39]=[CH:40][CH:41]=2)[C:34]([O:36][CH2:37][CH3:38])=[O:35])[C:19](=[O:29])[O:20][C@@H:21]2[CH:26]3[CH2:27][CH2:28][N:23]([CH2:24][CH2:25]3)[CH2:22]2)=[CH:14][CH:13]=1. (2) Given the product [N:1]1([C:2]2[C:3]([NH2:8])=[N:4][CH:5]=[C:6]([C:12]3[CH:13]=[CH:14][N:9]=[CH:10][CH:11]=3)[N:7]=2)[CH2:14][CH2:13][CH2:12][CH2:11][CH2:10]1, predict the reactants needed to synthesize it. The reactants are: [NH2:1][C:2]1[C:3]([NH2:8])=[N:4][CH:5]=[CH:6][N:7]=1.[N:9]1[CH:14]=[CH:13][C:12](B(O)O)=[CH:11][CH:10]=1. (3) Given the product [CH3:25][C:2]1[C:11]2[C:6](=[CH:7][C:8]([C:12]([OH:14])=[O:13])=[CH:9][CH:10]=2)[C:5]([C:16]2[C:17]([F:24])=[CH:18][C:19]([F:23])=[CH:20][C:21]=2[F:22])=[N:4][CH:3]=1, predict the reactants needed to synthesize it. The reactants are: Br[C:2]1[C:11]2[C:6](=[CH:7][C:8]([C:12]([O:14]C)=[O:13])=[CH:9][CH:10]=2)[C:5]([C:16]2[C:21]([F:22])=[CH:20][C:19]([F:23])=[CH:18][C:17]=2[F:24])=[N:4][CH:3]=1.[CH3:25]B1OB(C)OB(C)O1.C(=O)([O-])[O-].[Na+].[Na+].O1CCOCC1. (4) Given the product [CH3:1][CH:2]([O:4][C@@H:5]([CH2:10][N:11]([C:16]1[CH:21]=[CH:20][C:19]([O:22][C:23]2[CH:28]=[CH:27][C:26]([C:29]([F:32])([F:31])[F:30])=[CH:25][CH:24]=2)=[CH:18][CH:17]=1)[S:12]([CH3:15])(=[O:14])=[O:13])[C:6]([NH:34][OH:35])=[O:7])[CH3:3], predict the reactants needed to synthesize it. The reactants are: [CH3:1][CH:2]([O:4][C@@H:5]([CH2:10][N:11]([C:16]1[CH:21]=[CH:20][C:19]([O:22][C:23]2[CH:28]=[CH:27][C:26]([C:29]([F:32])([F:31])[F:30])=[CH:25][CH:24]=2)=[CH:18][CH:17]=1)[S:12]([CH3:15])(=[O:14])=[O:13])[C:6](OC)=[O:7])[CH3:3].Cl.[NH2:34][OH:35].C[O-].[Na+].Cl.